Dataset: Peptide-MHC class I binding affinity with 185,985 pairs from IEDB/IMGT. Task: Regression. Given a peptide amino acid sequence and an MHC pseudo amino acid sequence, predict their binding affinity value. This is MHC class I binding data. (1) The peptide sequence is RYQAQQVEW. The MHC is HLA-A24:03 with pseudo-sequence HLA-A24:03. The binding affinity (normalized) is 0.943. (2) The MHC is HLA-A69:01 with pseudo-sequence HLA-A69:01. The peptide sequence is SIYAGNTPK. The binding affinity (normalized) is 0.0847. (3) The peptide sequence is QIYAGIKVK. The MHC is HLA-A02:03 with pseudo-sequence HLA-A02:03. The binding affinity (normalized) is 0. (4) The peptide sequence is HIYFVSLLL. The MHC is HLA-A32:01 with pseudo-sequence HLA-A32:01. The binding affinity (normalized) is 0.747.